From a dataset of Forward reaction prediction with 1.9M reactions from USPTO patents (1976-2016). Predict the product of the given reaction. Given the reactants [O:1]1[CH:5]=[CH:4][C:3]([C:6]([NH:8][C:9]2[CH:10]=[CH:11][C:12]([CH3:24])=[C:13]([C:15]3[CH:20]=[CH:19][C:18]([C:21]([OH:23])=O)=[CH:17][CH:16]=3)[CH:14]=2)=[O:7])=[CH:2]1.[NH2:25][CH2:26][CH2:27][CH2:28][N:29]1[CH:33]=[CH:32][N:31]=[CH:30]1.CN(C(ON1N=NC2C=CC=NC1=2)=[N+](C)C)C.F[P-](F)(F)(F)(F)F.C1C=CC2N(O)N=NC=2C=1.CCN(C(C)C)C(C)C, predict the reaction product. The product is: [N:29]1([CH2:28][CH2:27][CH2:26][NH:25][C:21]([C:18]2[CH:19]=[CH:20][C:15]([C:13]3[C:12]([CH3:24])=[CH:11][CH:10]=[C:9]([NH:8][C:6]([C:3]4[CH:4]=[CH:5][O:1][CH:2]=4)=[O:7])[CH:14]=3)=[CH:16][CH:17]=2)=[O:23])[CH:33]=[CH:32][N:31]=[CH:30]1.